From a dataset of Reaction yield outcomes from USPTO patents with 853,638 reactions. Predict the reaction yield, written as a fraction of the theoretical maximum amount of product (1.0 means a 100% yield; for example, 0.34 means a 34% yield). (1) The reactants are [Br:1][CH2:2][C:3](=O)[C@@H:4]([NH:15]C(=O)OC(C)(C)C)[CH2:5][C:6]1[CH:11]=[CH:10][C:9]([N+:12]([O-:14])=[O:13])=[CH:8][CH:7]=1.[C:24]([NH2:32])(=[S:31])[C:25]1[CH:30]=[CH:29][CH:28]=[CH:27][CH:26]=1.C(OCC)C. The catalyst is CC#N. The product is [BrH:1].[N+:12]([C:9]1[CH:8]=[CH:7][C:6]([CH2:5][C@@H:4]([C:3]2[N:32]=[C:24]([C:25]3[CH:30]=[CH:29][CH:28]=[CH:27][CH:26]=3)[S:31][CH:2]=2)[NH2:15])=[CH:11][CH:10]=1)([O-:14])=[O:13]. The yield is 0.670. (2) The reactants are [O:1]=[C:2]1[O:6][CH2:5][N:4]([C:7]([O:9][CH2:10][CH:11]2[C:23]3[CH:22]=[CH:21][CH:20]=[CH:19][C:18]=3[C:17]3[C:12]2=[CH:13][CH:14]=[CH:15][CH:16]=3)=[O:8])[C@H:3]1[CH2:24][O:25][C:26]1[CH:27]=[C:28]([CH3:32])[CH:29]=[CH:30][CH:31]=1.C([SiH](CC)CC)C.C(O)(C(F)(F)F)=O.N#N. The catalyst is C(Cl)(Cl)Cl.CCOC(C)=O. The product is [CH:22]1[C:23]2[CH:11]([CH2:10][O:9][C:7]([N:4]([CH3:5])[C@@H:3]([CH2:24][O:25][C:26]3[CH:27]=[C:28]([CH3:32])[CH:29]=[CH:30][CH:31]=3)[C:2]([OH:6])=[O:1])=[O:8])[C:12]3[C:17](=[CH:16][CH:15]=[CH:14][CH:13]=3)[C:18]=2[CH:19]=[CH:20][CH:21]=1. The yield is 0.610. (3) The reactants are [NH2:1][C:2]1[CH:7]=[C:6]([CH2:8][NH:9][C:10]2[CH:29]=[CH:28][CH:27]=[CH:26][C:11]=2[C:12]([NH:14][C:15]2[CH:25]=[CH:24][C:18]3[O:19][C:20]([F:23])([F:22])[O:21][C:17]=3[CH:16]=2)=[O:13])[CH:5]=[CH:4][N:3]=1.[CH3:30][O:31][C:32]1[CH:37]=[CH:36][C:35]([N:38]=[C:39]=[O:40])=[CH:34][CH:33]=1.C(N(C(C)C)CC)(C)C. The catalyst is C(Cl)Cl. The product is [F:22][C:20]1([F:23])[O:19][C:18]2[CH:24]=[CH:25][C:15]([NH:14][C:12](=[O:13])[C:11]3[CH:26]=[CH:27][CH:28]=[CH:29][C:10]=3[NH:9][CH2:8][C:6]3[CH:5]=[CH:4][N:3]=[C:2]([NH:1][C:39]([NH:38][C:35]4[CH:36]=[CH:37][C:32]([O:31][CH3:30])=[CH:33][CH:34]=4)=[O:40])[CH:7]=3)=[CH:16][C:17]=2[O:21]1. The yield is 0.210. (4) The reactants are [CH:1]1([NH:4][C:5](=[O:18])[C:6]([C:16]#[N:17])=[N:7][NH:8][C:9]2[CH:14]=[CH:13][CH:12]=[CH:11][C:10]=2[Br:15])[CH2:3][CH2:2]1.[Cl-].[Al+3].[Cl-].[Cl-].[C@H](O)(C([O-])=O)[C@@H](O)C([O-])=O.[Na+].[K+]. The catalyst is C1(C)C=CC=CC=1.C(OCC)(=O)C. The product is [NH2:17][C:16]1[C:14]2[C:9](=[C:10]([Br:15])[CH:11]=[CH:12][CH:13]=2)[N:8]=[N:7][C:6]=1[C:5]([NH:4][CH:1]1[CH2:3][CH2:2]1)=[O:18]. The yield is 0.520. (5) The reactants are [Br:1][C:2]1[CH:3]=[C:4]([OH:8])[CH:5]=[N:6][CH:7]=1.[C:26]1(P([C:22]2[CH:27]=[CH:26][CH:25]=[CH:24]C=2)[C:26]2[CH:27]=[CH:22]C=[CH:24][CH:25]=2)[CH:27]=[CH:22]C=[CH:24][CH:25]=1.C1(O)CCCC1.N(C(OCC)=O)=NC(OCC)=O. The catalyst is C1(C)C=CC=CC=1. The product is [Br:1][C:2]1[CH:7]=[N:6][CH:5]=[C:4]([O:8][CH:24]2[CH2:25][CH2:26][CH2:27][CH2:22]2)[CH:3]=1. The yield is 0.890. (6) The reactants are [CH3:1][O:2][C:3]1[CH:10]=[CH:9][C:6]([C:7]#[N:8])=[CH:5][CH:4]=1.CC(C)([O-])C.[K+].[C:17](#[N:20])[CH2:18][CH3:19].C1(C)C=CC=CC=1. The catalyst is C([O-])(O)=O.[Na+]. The product is [NH2:8][C:7]([C:6]1[CH:9]=[CH:10][C:3]([O:2][CH3:1])=[CH:4][CH:5]=1)=[C:18]([CH3:19])[C:17]#[N:20]. The yield is 0.351.